From a dataset of Reaction yield outcomes from USPTO patents with 853,638 reactions. Predict the reaction yield, written as a fraction of the theoretical maximum amount of product (1.0 means a 100% yield; for example, 0.34 means a 34% yield). (1) The reactants are [N+:1]([C:4]1[CH:5]=[C:6]([OH:10])[CH:7]=[CH:8][CH:9]=1)([O-:3])=[O:2].[CH2:11](Br)[C:12]1[CH:17]=[CH:16][CH:15]=[CH:14][CH:13]=1.C([O-])([O-])=O.[K+].[K+]. The catalyst is CN(C=O)C.O. The product is [CH2:11]([O:10][C:6]1[CH:7]=[CH:8][CH:9]=[C:4]([N+:1]([O-:3])=[O:2])[CH:5]=1)[C:12]1[CH:17]=[CH:16][CH:15]=[CH:14][CH:13]=1. The yield is 0.970. (2) The reactants are [H-].[Na+].[Si:3]([O:20][CH2:21][C:22]1[C:23]([N:38]2[CH2:43][C@@H:42]([CH3:44])[O:41][C@H:40]([CH3:45])[CH2:39]2)=[C:24]([F:37])[C:25](F)=[C:26]([C:28](=[N:34][OH:35])[C:29]([O:31][CH2:32][CH3:33])=[O:30])[CH:27]=1)([C:16]([CH3:19])([CH3:18])[CH3:17])([C:10]1[CH:15]=[CH:14][CH:13]=[CH:12][CH:11]=1)[C:4]1[CH:9]=[CH:8][CH:7]=[CH:6][CH:5]=1. The catalyst is CN(C=O)C. The product is [Si:3]([O:20][CH2:21][C:22]1[C:23]([N:38]2[CH2:43][C@@H:42]([CH3:44])[O:41][C@H:40]([CH3:45])[CH2:39]2)=[C:24]([F:37])[C:25]2[O:35][N:34]=[C:28]([C:29]([O:31][CH2:32][CH3:33])=[O:30])[C:26]=2[CH:27]=1)([C:16]([CH3:17])([CH3:18])[CH3:19])([C:10]1[CH:11]=[CH:12][CH:13]=[CH:14][CH:15]=1)[C:4]1[CH:9]=[CH:8][CH:7]=[CH:6][CH:5]=1. The yield is 0.604. (3) The reactants are Cl[C:2]1[CH:3]=[CH:4][C:5]2[C:6]([N:17]=1)=[N:7][C:8]([N:11]1[CH2:16][CH2:15][O:14][CH2:13][CH2:12]1)=[CH:9][N:10]=2.[NH2:18][C:19]1[O:20][C:21]2[CH:27]=[CH:26][C:25](B(O)O)=[CH:24][C:22]=2[N:23]=1.C([O-])([O-])=O.[Na+].[Na+]. The catalyst is O1CCOCC1.O.C1C=CC([P]([Pd]([P](C2C=CC=CC=2)(C2C=CC=CC=2)C2C=CC=CC=2)([P](C2C=CC=CC=2)(C2C=CC=CC=2)C2C=CC=CC=2)[P](C2C=CC=CC=2)(C2C=CC=CC=2)C2C=CC=CC=2)(C2C=CC=CC=2)C2C=CC=CC=2)=CC=1. The product is [O:14]1[CH2:15][CH2:16][N:11]([C:8]2[N:7]=[C:6]3[N:17]=[C:2]([C:25]4[CH:26]=[CH:27][C:21]5[O:20][C:19]([NH2:18])=[N:23][C:22]=5[CH:24]=4)[CH:3]=[CH:4][C:5]3=[N:10][CH:9]=2)[CH2:12][CH2:13]1. The yield is 0.720.